From a dataset of Forward reaction prediction with 1.9M reactions from USPTO patents (1976-2016). Predict the product of the given reaction. Given the reactants C[O-].[Na+].CO.[CH3:6][C:7]12[C:15](=[O:16])[CH2:14][CH2:13][CH:12]1[CH:11]([O:17][CH2:18][C:19](=[O:29])[CH2:20][CH2:21][CH2:22][C:23]1([CH3:28])[O:27][CH2:26][CH2:25][O:24]1)[C:10](=O)[CH2:9][CH2:8]2, predict the reaction product. The product is: [CH3:6][C:7]12[C:15](=[O:16])[CH2:14][CH2:13][CH:12]1[CH:11]1[C:10]([CH2:9][CH2:8]2)=[C:20]([CH2:21][CH2:22][C:23]2([CH3:28])[O:27][CH2:26][CH2:25][O:24]2)[C:19](=[O:29])[CH2:18][O:17]1.